Dataset: Reaction yield outcomes from USPTO patents with 853,638 reactions. Task: Predict the reaction yield, written as a fraction of the theoretical maximum amount of product (1.0 means a 100% yield; for example, 0.34 means a 34% yield). (1) The reactants are [Cl:1][C:2]1[C:10]2[N:9]=[C:8]([N:11]([C:19]3[CH:20]=[N:21][C:22]([N:26]([CH3:28])[CH3:27])=[CH:23][C:24]=3[CH3:25])C(=O)OC(C)(C)C)[N:7]([CH2:29][CH:30]=C)[C:6]=2[C:5]([CH:32]([CH2:35][CH3:36])[CH2:33][CH3:34])=[CH:4][CH:3]=1.B.[O:38]1CCC[CH2:39]1.O.O.O.O.B(O[O-])([O-])[O-].[Na+].[Na+].[Na+]. The catalyst is O1CCCC1.O. The product is [Cl:1][C:2]1[C:10]2[N:9]=[C:8]([NH:11][C:19]3[CH:20]=[N:21][C:22]([N:26]([CH3:28])[CH3:27])=[CH:23][C:24]=3[CH3:25])[N:7]([CH2:29][CH2:30][CH2:39][OH:38])[C:6]=2[C:5]([CH:32]([CH2:35][CH3:36])[CH2:33][CH3:34])=[CH:4][CH:3]=1. The yield is 0.290. (2) The reactants are Cl[C:2]1[C:11]2[C:6](=[CH:7][CH:8]=[CH:9][CH:10]=2)[CH:5]=[C:4]([C:12]([C:14]2[CH:19]=[CH:18][C:17]([F:20])=[CH:16][CH:15]=2)=[O:13])[N:3]=1.[NH2:21][C:22]1[CH:26]=[C:25]([CH3:27])[N:24]([C:28]([O:30][C:31]([CH3:34])([CH3:33])[CH3:32])=[O:29])[N:23]=1.C1(P(C2C=CC=CC=2)C2C3OC4C(=CC=CC=4P(C4C=CC=CC=4)C4C=CC=CC=4)C(C)(C)C=3C=CC=2)C=CC=CC=1.C(=O)([O-])[O-].[Cs+].[Cs+]. The catalyst is C1C=CC(/C=C/C(/C=C/C2C=CC=CC=2)=O)=CC=1.C1C=CC(/C=C/C(/C=C/C2C=CC=CC=2)=O)=CC=1.C1C=CC(/C=C/C(/C=C/C2C=CC=CC=2)=O)=CC=1.[Pd].[Pd]. The product is [F:20][C:17]1[CH:18]=[CH:19][C:14]([C:12]([C:4]2[N:3]=[C:2]([NH:21][C:22]3[CH:26]=[C:25]([CH3:27])[N:24]([C:28]([O:30][C:31]([CH3:34])([CH3:33])[CH3:32])=[O:29])[N:23]=3)[C:11]3[C:6]([CH:5]=2)=[CH:7][CH:8]=[CH:9][CH:10]=3)=[O:13])=[CH:15][CH:16]=1. The yield is 0.510. (3) The yield is 0.650. The product is [Cl:1][C:2]1[C:7]([C:8]([O:10][CH3:12])=[O:9])=[CH:6][N:5]=[CH:4][C:3]=1[F:11]. The catalyst is C(#N)C. The reactants are [Cl:1][C:2]1[C:7]([C:8]([OH:10])=[O:9])=[CH:6][N:5]=[CH:4][C:3]=1[F:11].[CH2:12]1CCN2C(=NCCC2)CC1.IC. (4) The reactants are [F:1][C:2]1[CH:3]=[C:4]([C:18]([O:20][CH3:21])=[O:19])[C:5]2[O:9][C:8]([C:10]3[CH:15]=[CH:14][C:13]([CH3:16])=[CH:12][CH:11]=3)=[N:7][C:6]=2[CH:17]=1.C1C(=O)N([Br:29])C(=O)C1. The catalyst is C(Cl)(Cl)(Cl)Cl. The product is [Br:29][CH2:16][C:13]1[CH:12]=[CH:11][C:10]([C:8]2[O:9][C:5]3[C:4]([C:18]([O:20][CH3:21])=[O:19])=[CH:3][C:2]([F:1])=[CH:17][C:6]=3[N:7]=2)=[CH:15][CH:14]=1. The yield is 0.650.